This data is from Forward reaction prediction with 1.9M reactions from USPTO patents (1976-2016). The task is: Predict the product of the given reaction. (1) Given the reactants [OH:1][CH2:2][CH2:3][N:4]1[CH2:9][CH2:8][NH:7][CH2:6][CH2:5]1.Br[CH2:11][C:12]([NH:14][C:15]1[C:16]([O:28][CH2:29][C:30]([F:33])([F:32])[F:31])=[N:17][C:18]([CH3:27])=[CH:19][C:20]=1[O:21][CH2:22][C:23]([F:26])([F:25])[F:24])=[O:13].C(=O)([O-])[O-].[K+].[K+].O, predict the reaction product. The product is: [F:31][C:30]([F:33])([F:32])[CH2:29][O:28][C:16]1[C:15]([NH:14][C:12](=[O:13])[CH2:11][N:7]2[CH2:8][CH2:9][N:4]([CH2:3][CH2:2][OH:1])[CH2:5][CH2:6]2)=[C:20]([O:21][CH2:22][C:23]([F:26])([F:25])[F:24])[CH:19]=[C:18]([CH3:27])[N:17]=1. (2) Given the reactants [C:1]([O:5][C:6](=[O:21])[NH:7][CH:8]1[CH2:17][CH2:16][C:15]2[C:10](=[C:11]([N:18]=[C:19]=S)[CH:12]=[CH:13][CH:14]=2)[CH2:9]1)([CH3:4])([CH3:3])[CH3:2].C(OC1CC2C(CC=1)=CC=CC=2N=C=S)C.[N:38]([CH2:41][C:42]([C:44]1[CH:49]=[CH:48][C:47]([C:50]([F:53])([F:52])[F:51])=[CH:46][C:45]=1[F:54])=[O:43])=[N+]=[N-].N(CC(C1C=CC(C(F)(F)F)=CC=1)=O)=[N+]=[N-], predict the reaction product. The product is: [C:1]([O:5][C:6](=[O:21])[NH:7][CH:8]1[CH2:17][CH2:16][C:15]2[C:10](=[C:11]([NH:18][C:19]3[O:43][C:42]([C:44]4[CH:49]=[CH:48][C:47]([C:50]([F:51])([F:52])[F:53])=[CH:46][C:45]=4[F:54])=[CH:41][N:38]=3)[CH:12]=[CH:13][CH:14]=2)[CH2:9]1)([CH3:4])([CH3:3])[CH3:2]. (3) Given the reactants C(Cl)(=O)C(Cl)=O.[OH:7][CH2:8][CH2:9][CH2:10][NH:11][C:12]([C:14]1[NH:15][C:16]2[C:21]([C:22]=1[I:23])=[CH:20][C:19]([F:24])=[CH:18][CH:17]=2)=[O:13].CCN(CC)CC, predict the reaction product. The product is: [O:7]=[CH:8][CH2:9][CH2:10][NH:11][C:12]([C:14]1[NH:15][C:16]2[C:21]([C:22]=1[I:23])=[CH:20][C:19]([F:24])=[CH:18][CH:17]=2)=[O:13]. (4) Given the reactants [Br:1][C:2]1[CH:10]=[CH:9][C:8]([I:11])=[CH:7][C:3]=1[C:4]([OH:6])=O.BrC1C=CC(I)=CC=1C(Cl)=O.[P:23]([O:30]CC)([O:27][CH2:28][CH3:29])[O:24][CH2:25][CH3:26], predict the reaction product. The product is: [Br:1][C:2]1[CH:10]=[CH:9][C:8]([I:11])=[CH:7][C:3]=1[C:4]([P:23](=[O:30])([O:27][CH2:28][CH3:29])[O:24][CH2:25][CH3:26])=[O:6]. (5) Given the reactants C(OC(=O)[NH:7][CH2:8][C:9]1[CH:14]=[CH:13][CH:12]=[C:11]([CH:15]2[CH2:20][CH2:19][N:18]([C:21]([C:23]3[O:24][C:25]([C:28]#[C:29][C:30]4[CH:35]=[CH:34][CH:33]=[CH:32][C:31]=4[F:36])=[CH:26][CH:27]=3)=[O:22])[CH2:17][CH2:16]2)[CH:10]=1)(C)(C)C.[F:38][C:39]([F:44])([F:43])[C:40]([OH:42])=[O:41], predict the reaction product. The product is: [F:38][C:39]([F:44])([F:43])[C:40]([OH:42])=[O:41].[NH2:7][CH2:8][C:9]1[CH:10]=[C:11]([CH:15]2[CH2:20][CH2:19][N:18]([C:21]([C:23]3[O:24][C:25]([C:28]#[C:29][C:30]4[CH:35]=[CH:34][CH:33]=[CH:32][C:31]=4[F:36])=[CH:26][CH:27]=3)=[O:22])[CH2:17][CH2:16]2)[CH:12]=[CH:13][CH:14]=1. (6) Given the reactants [C:1]([C:5]1[O:9][N:8]=[C:7]([NH:10][C:11](=[O:45])[NH:12][C@@H:13]2[C:22]3[C:17](=[CH:18][CH:19]=[CH:20][CH:21]=3)[C@H:16]([O:23][C:24]3[CH:25]=[CH:26][C:27]4[N:28]([C:30]([N:33]5[CH2:38][CH2:37][CH:36]([CH2:39]OS(C)(=O)=O)[CH2:35][CH2:34]5)=[N:31][N:32]=4)[CH:29]=3)[CH2:15][CH2:14]2)[CH:6]=1)([CH3:4])([CH3:3])[CH3:2].[CH3:46][NH:47][CH3:48], predict the reaction product. The product is: [C:1]([C:5]1[O:9][N:8]=[C:7]([NH:10][C:11]([NH:12][C@@H:13]2[C:22]3[C:21](=[CH:20][CH:19]=[CH:18][CH:17]=3)[C@H:16]([O:23][C:24]3[CH:25]=[CH:26][C:27]4[N:28]([C:30]([N:33]5[CH2:34][CH2:35][CH:36]([CH2:39][N:47]([CH3:48])[CH3:46])[CH2:37][CH2:38]5)=[N:31][N:32]=4)[CH:29]=3)[CH2:15][CH2:14]2)=[O:45])[CH:6]=1)([CH3:2])([CH3:4])[CH3:3]. (7) Given the reactants [CH2:1]([NH2:5])[CH2:2][CH2:3][CH3:4].[Cl:6][C:7]1[C:16]2[C:11]3=[C:12]([C:17](=[O:21])N[C:19](=[O:20])[C:10]3=[CH:9][CH:8]=1)[CH:13]=[CH:14][CH:15]=2, predict the reaction product. The product is: [CH2:1]([N:5]1[C:17](=[O:21])[C:12]2=[C:11]3[C:16](=[CH:15][CH:14]=[CH:13]2)[C:7]([Cl:6])=[CH:8][CH:9]=[C:10]3[C:19]1=[O:20])[CH2:2][CH2:3][CH3:4]. (8) Given the reactants CS(O[CH2:6][C:7]1([F:20])[CH2:12][CH2:11][N:10]([CH2:13][C:14]2[CH:19]=[CH:18][CH:17]=[CH:16][CH:15]=2)[CH2:9][CH2:8]1)(=O)=O.[C:21]1(=[O:31])[C:29]2[C:24](=[CH:25][CH:26]=[CH:27][CH:28]=2)[C:23](=[O:30])[NH:22]1.CC([O-])(C)C.[K+], predict the reaction product. The product is: [CH2:13]([N:10]1[CH2:11][CH2:12][C:7]([CH2:6][N:22]2[C:23](=[O:30])[C:24]3[C:29](=[CH:28][CH:27]=[CH:26][CH:25]=3)[C:21]2=[O:31])([F:20])[CH2:8][CH2:9]1)[C:14]1[CH:19]=[CH:18][CH:17]=[CH:16][CH:15]=1. (9) The product is: [CH3:13][C@@H:9]1[C:8]2([O:17][CH2:16][CH2:15][O:14]2)[CH2:7][CH2:6][C@@:5]2([C:18]3[CH:19]=[CH:20][CH:21]=[CH:22][CH:23]=3)[C@H:10]1[CH2:11][CH2:12][C:3]1[CH:2]=[N:32][C:31]([C:30]3[CH:34]=[CH:35][C:27]([OH:26])=[CH:28][CH:29]=3)=[N:33][C:4]=12. Given the reactants O/[CH:2]=[C:3]1\[C:4](=O)[C@:5]2([C:18]3[CH:23]=[CH:22][CH:21]=[CH:20][CH:19]=3)[C@@H:10]([CH2:11][CH2:12]\1)[C@H:9]([CH3:13])[C:8]1([O:17][CH2:16][CH2:15][O:14]1)[CH2:7][CH2:6]2.Cl.[OH:26][C:27]1[CH:35]=[CH:34][C:30]([C:31]([NH2:33])=[NH:32])=[CH:29][CH:28]=1.N1CCCCC1, predict the reaction product. (10) Given the reactants C(O[C:4]([C:6]1([CH2:12][CH2:13]OC)[CH2:11][CH2:10][NH:9][CH2:8][CH2:7]1)=[O:5])C.[C:16]([CH2:20][C:21](Cl)=[O:22])([CH3:19])([CH3:18])[CH3:17].[F:24][C:25]([F:36])([F:35])[CH2:26][O:27][C:28]1[CH:33]=[CH:32][C:31]([NH2:34])=[CH:30][CH:29]=1, predict the reaction product. The product is: [CH3:17][C:16]([CH3:19])([CH3:18])[CH2:20][C:21]([N:9]1[CH2:8][CH2:7][C:6]2([C:4](=[O:5])[N:34]([C:31]3[CH:32]=[CH:33][C:28]([O:27][CH2:26][C:25]([F:24])([F:35])[F:36])=[CH:29][CH:30]=3)[CH2:13][CH2:12]2)[CH2:11][CH2:10]1)=[O:22].